The task is: Predict which catalyst facilitates the given reaction.. This data is from Catalyst prediction with 721,799 reactions and 888 catalyst types from USPTO. (1) Reactant: [F:1][C:2]1[CH:3]=[C:4]([C:8]2[C:12]([CH2:13][OH:14])=[C:11]([CH3:15])[O:10][N:9]=2)[CH:5]=[CH:6][CH:7]=1.[H-].[Na+].Cl[C:19]1[CH:20]=[CH:21][C:22]2[N:23]([CH:25]=[N:26][N:27]=2)[N:24]=1.O. Product: [F:1][C:2]1[CH:3]=[C:4]([C:8]2[C:12]([CH2:13][O:14][C:19]3[CH:20]=[CH:21][C:22]4[N:23]([CH:25]=[N:26][N:27]=4)[N:24]=3)=[C:11]([CH3:15])[O:10][N:9]=2)[CH:5]=[CH:6][CH:7]=1. The catalyst class is: 3. (2) Reactant: Cl.Cl.[CH2:3]([N:10]([CH2:25][CH2:26][N:27]([CH3:29])[CH3:28])[C:11](=[O:24])[CH2:12][O:13][C:14]1[CH:15]=[CH:16][CH:17]=[C:18]2[C:23]=1[CH2:22][NH:21][CH2:20][CH2:19]2)[C:4]1[CH:9]=[CH:8][CH:7]=[CH:6][CH:5]=1.[C:30](Cl)(=[O:33])[CH2:31][CH3:32].C([O-])(O)=O.[Na+]. Product: [CH2:3]([N:10]([CH2:25][CH2:26][N:27]([CH3:29])[CH3:28])[C:11](=[O:24])[CH2:12][O:13][C:14]1[CH:15]=[CH:16][CH:17]=[C:18]2[C:23]=1[CH2:22][N:21]([C:30](=[O:33])[CH2:31][CH3:32])[CH2:20][CH2:19]2)[C:4]1[CH:5]=[CH:6][CH:7]=[CH:8][CH:9]=1. The catalyst class is: 2. (3) Reactant: [OH:1][C:2]1[C:3]([CH3:10])=[C:4]([CH:7]=[CH:8][CH:9]=1)[C:5]#[N:6].C(=O)(O)[O-].[Na+].Cl.[NH2:17][OH:18]. Product: [OH:18][NH:17][C:5]([C:4]1[CH:7]=[CH:8][CH:9]=[C:2]([OH:1])[C:3]=1[CH3:10])=[NH:6]. The catalyst class is: 8. (4) Reactant: O.[NH2:2][NH2:3].[CH2:4]([O:6][C:7](=[O:18])[C:8]([CH:10]1[CH2:14][CH2:13][C:12]([CH3:16])([CH3:15])[C:11]1=O)=O)[CH3:5]. Product: [CH2:4]([O:6][C:7]([C:8]1[C:10]2[CH2:14][CH2:13][C:12]([CH3:16])([CH3:15])[C:11]=2[NH:3][N:2]=1)=[O:18])[CH3:5]. The catalyst class is: 14. (5) Reactant: Br[C:2]1[CH:3]=[CH:4][C:5]2[N:6]([CH:23]=1)[C:7](=[O:22])[CH:8]=[C:9]([C:11]1[CH:21]=[C:14]3[C:15]([CH3:20])=[N:16][C:17]([CH3:19])=[CH:18][N:13]3[N:12]=1)[N:10]=2.C(N(CC)CC)C.[CH2:31]([NH:34][C:35](=[O:41])[O:36][C:37]([CH3:40])([CH3:39])[CH3:38])[C:32]#[CH:33].O. Product: [CH3:20][C:15]1[C:14]2[N:13]([N:12]=[C:11]([C:9]3[N:10]=[C:5]4[CH:4]=[CH:3][C:2]([C:33]#[C:32][CH2:31][NH:34][C:35](=[O:41])[O:36][C:37]([CH3:39])([CH3:38])[CH3:40])=[CH:23][N:6]4[C:7](=[O:22])[CH:8]=3)[CH:21]=2)[CH:18]=[C:17]([CH3:19])[N:16]=1. The catalyst class is: 654. (6) Reactant: [CH3:1][C:2](=[N:4][OH:5])[CH3:3].CC(C)([O-])C.[K+].[Si](OCC1[C:32](F)=[C:33]([F:41])[C:34]([F:40])=[C:35]([C:37](=[O:39])C)[CH:36]=1)(C(C)(C)C)(C1C=CC=CC=1)C1C=CC=CC=1. Product: [F:40][C:34]1[C:35]([CH2:37][OH:39])=[CH:36][C:1]2[C:2]([CH3:3])=[N:4][O:5][C:32]=2[C:33]=1[F:41]. The catalyst class is: 1. (7) Reactant: C([O:3][C:4]([C:6]1[S:7][CH:8]=[C:9]([C:11]2[CH:16]=[CH:15][CH:14]=[CH:13][CH:12]=2)[N:10]=1)=[O:5])C.[OH-].[K+]. Product: [C:11]1([C:9]2[N:10]=[C:6]([C:4]([OH:5])=[O:3])[S:7][CH:8]=2)[CH:12]=[CH:13][CH:14]=[CH:15][CH:16]=1. The catalyst class is: 5. (8) Reactant: [CH2:1]([N:5]1[C:14]([CH2:15][NH:16]C(=O)OC(C)(C)C)=[C:13]([C:24]2[CH:29]=[CH:28][CH:27]=[CH:26][CH:25]=2)[C:12]2[C:7](=[CH:8][CH:9]=[C:10]([S:30]([CH3:33])(=[O:32])=[O:31])[CH:11]=2)[C:6]1=[O:34])[CH:2]([CH3:4])[CH3:3].[ClH:35]. The catalyst class is: 13. Product: [ClH:35].[NH2:16][CH2:15][C:14]1[N:5]([CH2:1][CH:2]([CH3:4])[CH3:3])[C:6](=[O:34])[C:7]2[C:12]([C:13]=1[C:24]1[CH:29]=[CH:28][CH:27]=[CH:26][CH:25]=1)=[CH:11][C:10]([S:30]([CH3:33])(=[O:32])=[O:31])=[CH:9][CH:8]=2. (9) Reactant: N[C:2]1[N:7]=[C:6]2[N:8]([CH2:20][CH3:21])[C:9]([C:11]([N:13]([CH:17]3[CH2:19][CH2:18]3)[CH:14]3[CH2:16][CH2:15]3)=[O:12])=[CH:10][C:5]2=[C:4]2[N:22]([CH3:25])[CH:23]=[N:24][C:3]=12.N(OCCC(C)C)=O.C(=O)(O)[O-].[Na+].[I:39]CI. Product: [I:39][C:2]1[N:7]=[C:6]2[N:8]([CH2:20][CH3:21])[C:9]([C:11]([N:13]([CH:17]3[CH2:19][CH2:18]3)[CH:14]3[CH2:16][CH2:15]3)=[O:12])=[CH:10][C:5]2=[C:4]2[N:22]([CH3:25])[CH:23]=[N:24][C:3]=12. The catalyst class is: 4.